Dataset: Forward reaction prediction with 1.9M reactions from USPTO patents (1976-2016). Task: Predict the product of the given reaction. (1) Given the reactants CCN(C(C)C)C(C)C.[C:10]1([C:30]2[CH:35]=[CH:34][CH:33]=[CH:32][CH:31]=2)[CH:15]=[CH:14][C:13]([CH:16]([N:18]([CH2:26][C:27](O)=[O:28])[C:19]([O:21][C:22]([CH3:25])([CH3:24])[CH3:23])=[O:20])[CH3:17])=[CH:12][CH:11]=1.C1C=CC2N(O)N=NC=2C=1.CCN=C=NCCCN(C)C.Cl.[F:58][C:59]1[CH:60]=[CH:61][C:62]([C:73]([F:76])([F:75])[F:74])=[C:63]([C:65]([N:67]2[CH2:72][CH2:71][NH:70][CH2:69][CH2:68]2)=[O:66])[CH:64]=1, predict the reaction product. The product is: [C:22]([O:21][C:19](=[O:20])[N:18]([CH:16]([C:13]1[CH:14]=[CH:15][C:10]([C:30]2[CH:35]=[CH:34][CH:33]=[CH:32][CH:31]=2)=[CH:11][CH:12]=1)[CH3:17])[CH2:26][C:27]([N:70]1[CH2:71][CH2:72][N:67]([C:65](=[O:66])[C:63]2[CH:64]=[C:59]([F:58])[CH:60]=[CH:61][C:62]=2[C:73]([F:76])([F:74])[F:75])[CH2:68][CH2:69]1)=[O:28])([CH3:23])([CH3:24])[CH3:25]. (2) Given the reactants Cl[C:2]1[N:7]=[C:6]([NH:8][C@@H:9]2[CH2:14][CH2:13][CH2:12][CH2:11][C@H:10]2[NH:15][C:16](=[O:21])[C:17]([F:20])([F:19])[F:18])[C:5]([Cl:22])=[CH:4][N:3]=1.[CH3:23][O:24][CH2:25][CH2:26][N:27]1[CH2:33][CH2:32][C:31]2[CH:34]=[C:35]([NH2:38])[CH:36]=[CH:37][C:30]=2[CH2:29][CH2:28]1.Cl.CCOCC, predict the reaction product. The product is: [Cl:22][C:5]1[C:6]([NH:8][C@@H:9]2[CH2:14][CH2:13][CH2:12][CH2:11][C@H:10]2[NH:15][C:16](=[O:21])[C:17]([F:20])([F:19])[F:18])=[N:7][C:2]([NH:38][C:35]2[CH:36]=[CH:37][C:30]3[CH2:29][CH2:28][N:27]([CH2:26][CH2:25][O:24][CH3:23])[CH2:33][CH2:32][C:31]=3[CH:34]=2)=[N:3][CH:4]=1. (3) Given the reactants [Cl:1][C:2]1[CH:3]=[C:4]2[C:8](=[CH:9][CH:10]=1)[NH:7][C:6]([C:11]1[CH:12]=[N:13][CH:14]=[CH:15][CH:16]=1)=[CH:5]2.[C:17](#[N:19])C, predict the reaction product. The product is: [Cl:1][C:2]1[CH:3]=[C:4]2[C:8](=[CH:9][CH:10]=1)[NH:7][C:6]([C:11]1[CH:12]=[N:13][CH:14]=[CH:15][CH:16]=1)=[C:5]2[C:17]#[N:19]. (4) Given the reactants [NH2:1][CH2:2][CH2:3][CH2:4][CH2:5][CH:6]1[CH2:11][CH2:10][N:9]([C:12]([O:14][C:15]([CH3:18])([CH3:17])[CH3:16])=[O:13])[CH2:8][CH2:7]1.[NH:19]1[C:27]2[CH:26]=[CH:25][N:24]=[CH:23][C:22]=2[CH:21]=[C:20]1[C:28](O)=[O:29].CS(C)=O.CCN(CC)CC.CN(C(ON1N=NC2C=CC=CC1=2)=[N+](C)C)C.F[P-](F)(F)(F)(F)F, predict the reaction product. The product is: [NH:19]1[C:27]2[CH:26]=[CH:25][N:24]=[CH:23][C:22]=2[CH:21]=[C:20]1[C:28]([NH:1][CH2:2][CH2:3][CH2:4][CH2:5][CH:6]1[CH2:7][CH2:8][N:9]([C:12]([O:14][C:15]([CH3:18])([CH3:17])[CH3:16])=[O:13])[CH2:10][CH2:11]1)=[O:29]. (5) Given the reactants [Cl:1][C:2]1[N:3]=[C:4]([N:11]2[CH2:16][CH2:15][O:14][CH:13]([CH2:17][C:18]([OH:20])=O)[CH2:12]2)[C:5]2[S:10][CH:9]=[CH:8][C:6]=2[N:7]=1.C[N:22](C(ON1N=NC2C=CC=NC1=2)=[N+](C)C)C.F[P-](F)(F)(F)(F)F.CCN(C(C)C)C(C)C.[NH4+].[Cl-], predict the reaction product. The product is: [Cl:1][C:2]1[N:3]=[C:4]([N:11]2[CH2:16][CH2:15][O:14][CH:13]([CH2:17][C:18]([NH2:22])=[O:20])[CH2:12]2)[C:5]2[S:10][CH:9]=[CH:8][C:6]=2[N:7]=1. (6) Given the reactants [CH3:1][C:2]1[CH:10]=[CH:9][C:8]([N+:11]([O-:13])=[O:12])=[CH:7][C:3]=1[C:4]([OH:6])=[O:5].S(=O)(=O)(O)O.[CH3:19]O, predict the reaction product. The product is: [CH3:1][C:2]1[CH:10]=[CH:9][C:8]([N+:11]([O-:13])=[O:12])=[CH:7][C:3]=1[C:4]([O:6][CH3:19])=[O:5]. (7) Given the reactants C[O:2][C:3]1[CH:20]=[CH:19][C:6]2[N:7]=[C:8]([C:10]3[CH:15]=[CH:14][CH:13]=[C:12]([O:16]C)[C:11]=3[CH3:18])[S:9][C:5]=2[CH:4]=1.B(Br)(Br)Br, predict the reaction product. The product is: [OH:2][C:3]1[CH:20]=[CH:19][C:6]2[N:7]=[C:8]([C:10]3[CH:15]=[CH:14][CH:13]=[C:12]([OH:16])[C:11]=3[CH3:18])[S:9][C:5]=2[CH:4]=1. (8) Given the reactants [Br:1][C:2]1[CH:11]=[C:10]2[C:5]([CH2:6][CH2:7][CH:8]([C:13]([CH3:16])([CH3:15])[CH3:14])[C:9]2=[O:12])=[CH:4][CH:3]=1.[Br:17]Br, predict the reaction product. The product is: [Br:17][C:8]1([C:13]([CH3:16])([CH3:15])[CH3:14])[CH2:7][CH2:6][C:5]2[C:10](=[CH:11][C:2]([Br:1])=[CH:3][CH:4]=2)[C:9]1=[O:12]. (9) The product is: [CH2:10]([O:9][C:1](=[O:8])[CH:2]([CH2:21][CH2:22][C:23]1[CH:28]=[CH:27][CH:26]=[CH:25][C:24]=1[CH3:29])[C:3]([O:5][CH2:6][CH3:7])=[O:4])[CH3:11]. Given the reactants [C:1]([O:9][CH2:10][CH3:11])(=[O:8])[CH2:2][C:3]([O:5][CH2:6][CH3:7])=[O:4].[O-]CC.[Na+].CS(O[CH2:21][CH2:22][C:23]1[CH:28]=[CH:27][CH:26]=[CH:25][C:24]=1[CH3:29])(=O)=O, predict the reaction product. (10) Given the reactants [C:1]([C:5]1[CH:6]=[C:7]([NH2:20])[N:8]([CH2:10][CH2:11][O:12][Si:13]([C:16]([CH3:19])([CH3:18])[CH3:17])([CH3:15])[CH3:14])[N:9]=1)([CH3:4])([CH3:3])[CH3:2].N1C=CC=CC=1.Cl[C:28]([O:30][CH2:31][C:32]([Cl:35])([Cl:34])[Cl:33])=[O:29].C(OCC)(=O)C, predict the reaction product. The product is: [Cl:33][C:32]([Cl:35])([Cl:34])[CH2:31][O:30][C:28](=[O:29])[NH:20][C:7]1[N:8]([CH2:10][CH2:11][O:12][Si:13]([C:16]([CH3:19])([CH3:18])[CH3:17])([CH3:14])[CH3:15])[N:9]=[C:5]([C:1]([CH3:4])([CH3:2])[CH3:3])[CH:6]=1.